Task: Regression. Given two drug SMILES strings and cell line genomic features, predict the synergy score measuring deviation from expected non-interaction effect.. Dataset: NCI-60 drug combinations with 297,098 pairs across 59 cell lines (1) Drug 1: CCCS(=O)(=O)NC1=C(C(=C(C=C1)F)C(=O)C2=CNC3=C2C=C(C=N3)C4=CC=C(C=C4)Cl)F. Drug 2: C1C(C(OC1N2C=NC3=C(N=C(N=C32)Cl)N)CO)O. Cell line: SN12C. Synergy scores: CSS=1.98, Synergy_ZIP=-5.37, Synergy_Bliss=-1.97, Synergy_Loewe=-26.3, Synergy_HSA=-4.71. (2) Drug 1: C1=CC(=C2C(=C1NCCNCCO)C(=O)C3=C(C=CC(=C3C2=O)O)O)NCCNCCO. Drug 2: C1=CC=C(C(=C1)C(C2=CC=C(C=C2)Cl)C(Cl)Cl)Cl. Cell line: COLO 205. Synergy scores: CSS=69.4, Synergy_ZIP=12.8, Synergy_Bliss=8.35, Synergy_Loewe=-19.9, Synergy_HSA=9.04. (3) Drug 1: C1CC(C1)(C(=O)O)C(=O)O.[NH2-].[NH2-].[Pt+2]. Drug 2: CC1=C(C(=CC=C1)Cl)NC(=O)C2=CN=C(S2)NC3=CC(=NC(=N3)C)N4CCN(CC4)CCO. Cell line: OVCAR-4. Synergy scores: CSS=0.730, Synergy_ZIP=0.0471, Synergy_Bliss=0.931, Synergy_Loewe=-2.82, Synergy_HSA=-2.79.